From a dataset of Full USPTO retrosynthesis dataset with 1.9M reactions from patents (1976-2016). Predict the reactants needed to synthesize the given product. Given the product [CH2:11]([O:8][C:5]1[CH:6]=[CH:7][C:2]([Br:1])=[N:3][CH:4]=1)[C:12]1[CH:17]=[CH:16][CH:15]=[CH:14][CH:13]=1, predict the reactants needed to synthesize it. The reactants are: [Br:1][C:2]1[CH:7]=[CH:6][C:5]([OH:8])=[CH:4][N:3]=1.[H-].[Na+].[CH2:11](Br)[C:12]1[CH:17]=[CH:16][CH:15]=[CH:14][CH:13]=1.